From a dataset of Reaction yield outcomes from USPTO patents with 853,638 reactions. Predict the reaction yield, written as a fraction of the theoretical maximum amount of product (1.0 means a 100% yield; for example, 0.34 means a 34% yield). (1) The reactants are [CH3:1][O:2][C:3]1[CH:4]=[N:5][CH:6]=[C:7]([O:19][CH3:20])[C:8]=1[O:9][CH2:10][C:11]1[CH:16]=[CH:15][C:14]([O:17][CH3:18])=[CH:13][CH:12]=1.C([Li])(C)(C)C.[I:26]I. The catalyst is C1COCC1. The product is [I:26][C:6]1[C:7]([O:19][CH3:20])=[C:8]([O:9][CH2:10][C:11]2[CH:16]=[CH:15][C:14]([O:17][CH3:18])=[CH:13][CH:12]=2)[C:3]([O:2][CH3:1])=[CH:4][N:5]=1. The yield is 0.570. (2) The reactants are [OH:1][N:2]=[C:3](Cl)[C:4]1[CH:15]=[CH:14][C:7]2[B:8]([OH:13])[O:9][C:10]([CH3:12])([CH3:11])[C:6]=2[CH:5]=1.[Cl:17][C:18]1[CH:23]=[C:22]([C:24]([C:26]([F:29])([F:28])[F:27])=[CH2:25])[C:21]([F:30])=[C:20]([Cl:31])[C:19]=1[F:32]. The catalyst is CN(C=O)C. The product is [Cl:31][C:20]1[C:21]([F:30])=[C:22]([C:24]2([C:26]([F:29])([F:28])[F:27])[O:1][N:2]=[C:3]([C:4]3[CH:15]=[CH:14][C:7]4[B:8]([OH:13])[O:9][C:10]([CH3:12])([CH3:11])[C:6]=4[CH:5]=3)[CH2:25]2)[CH:23]=[C:18]([Cl:17])[C:19]=1[F:32]. The yield is 0.214.